Dataset: Full USPTO retrosynthesis dataset with 1.9M reactions from patents (1976-2016). Task: Predict the reactants needed to synthesize the given product. (1) The reactants are: C([O:3][C:4]([C:6]1[CH:14]=[C:13]2[C:9]([C:10]([C:24](=[O:35])[NH:25][CH2:26][C:27]3[CH:32]=[CH:31][C:30]([F:33])=[C:29]([F:34])[CH:28]=3)=[C:11]([CH:21]([CH3:23])[CH3:22])[N:12]2[CH2:15][C:16]2[O:17][CH:18]=[CH:19][N:20]=2)=[CH:8][CH:7]=1)=[O:5])C.[OH-].[Na+].O. Given the product [F:34][C:29]1[CH:28]=[C:27]([CH:32]=[CH:31][C:30]=1[F:33])[CH2:26][NH:25][C:24]([C:10]1[C:9]2[C:13](=[CH:14][C:6]([C:4]([OH:5])=[O:3])=[CH:7][CH:8]=2)[N:12]([CH2:15][C:16]2[O:17][CH:18]=[CH:19][N:20]=2)[C:11]=1[CH:21]([CH3:23])[CH3:22])=[O:35], predict the reactants needed to synthesize it. (2) Given the product [ClH:1].[OH:8][C:9]1[CH:10]=[C:11]([O:12][CH:13]2[CH2:14][CH2:15][NH:16][CH2:17][CH2:18]2)[CH:26]=[CH:27][C:28]=1[C:29]([NH:30][C:31]1[CH:36]=[C:35]([C:37]2[CH:38]=[CH:39][CH:40]=[CH:41][CH:42]=2)[CH:34]=[CH:33][C:32]=1[C:43]([O:45][CH3:46])=[O:44])=[O:47], predict the reactants needed to synthesize it. The reactants are: [ClH:1].O1CCOCC1.[OH:8][C:9]1[CH:10]=[C:11]([CH:26]=[CH:27][C:28]=1[C:29](=[O:47])[NH:30][C:31]1[CH:36]=[C:35]([C:37]2[CH:42]=[CH:41][CH:40]=[CH:39][CH:38]=2)[CH:34]=[CH:33][C:32]=1[C:43]([O:45][CH3:46])=[O:44])[O:12][CH:13]1[CH2:18][CH2:17][N:16](C(OC(C)(C)C)=O)[CH2:15][CH2:14]1. (3) Given the product [OH:19][C:18]1[CH:20]=[CH:21][CH:22]=[CH:23][C:17]=1[C:16]([NH:1][CH2:2][CH2:3][N:4]([CH3:15])[CH2:5][CH2:6][NH:7][C:8](=[O:14])[O:9][C:10]([CH3:11])([CH3:12])[CH3:13])=[O:24], predict the reactants needed to synthesize it. The reactants are: [NH2:1][CH2:2][CH2:3][N:4]([CH3:15])[CH2:5][CH2:6][NH:7][C:8](=[O:14])[O:9][C:10]([CH3:13])([CH3:12])[CH3:11].[C:16](O)(=[O:24])[C:17]1[C:18](=[CH:20][CH:21]=[CH:22][CH:23]=1)[OH:19].CCN=C=NCCCN(C)C.